This data is from Forward reaction prediction with 1.9M reactions from USPTO patents (1976-2016). The task is: Predict the product of the given reaction. (1) Given the reactants C[O:2][C:3]([C@@H:5]([NH:21][C:22](=[O:28])[O:23][C:24]([CH3:27])([CH3:26])[CH3:25])[CH2:6][CH:7]1[CH2:12][CH2:11][CH:10]([O:13][Si:14]([C:17]([CH3:20])([CH3:19])[CH3:18])([CH3:16])[CH3:15])[CH2:9][CH2:8]1)=O.[BH4-].[Na+], predict the reaction product. The product is: [C:24]([O:23][C:22]([NH:21][C@@H:5]([CH2:6][CH:7]1[CH2:8][CH2:9][CH:10]([O:13][Si:14]([C:17]([CH3:20])([CH3:19])[CH3:18])([CH3:15])[CH3:16])[CH2:11][CH2:12]1)[CH2:3][OH:2])=[O:28])([CH3:26])([CH3:25])[CH3:27]. (2) The product is: [CH3:1][O:2][C:3]([C:5]1[C:9]2[N:10]=[CH:11][N:12]([CH2:37][C:28]3[C:29]4[C:34](=[CH:33][CH:32]=[CH:31][CH:30]=4)[CH:35]=[CH:36][N:27]=3)[C:13](=[O:14])[C:8]=2[N:7]([CH2:15][O:16][CH2:17][CH2:18][Si:19]([CH3:22])([CH3:21])[CH3:20])[C:6]=1[Cl:23])=[O:4]. Given the reactants [CH3:1][O:2][C:3]([C:5]1[C:9]2[N:10]=[CH:11][NH:12][C:13](=[O:14])[C:8]=2[N:7]([CH2:15][O:16][CH2:17][CH2:18][Si:19]([CH3:22])([CH3:21])[CH3:20])[C:6]=1[Cl:23])=[O:4].Br.BrC[N:27]1[CH:36]=[CH:35][C:34]2[C:29](=[CH:30][CH:31]=[CH:32][CH:33]=2)[CH2:28]1.[C:37](=O)([O-])[O-].[K+].[K+], predict the reaction product. (3) Given the reactants [C:1]([O:5][C:6](=[O:14])[C:7]([C:12]#[N:13])=[C:8]([OH:11])[CH2:9]Cl)([CH3:4])([CH3:3])[CH3:2].[C:15]([N:17]=[C:18]([S-:21])[S:19][CH3:20])#[N:16].[K+], predict the reaction product. The product is: [C:1]([O:5][C:6](=[O:14])[CH:7]([C:12]#[N:13])[C:8]([C:9]1[S:21][C:18]([S:19][CH3:20])=[N:17][C:15]=1[NH2:16])=[O:11])([CH3:4])([CH3:3])[CH3:2]. (4) Given the reactants [CH2:1]([O:3][C:4]([NH:6][C:7]1[C:15]2[NH:14][C:13]3[CH2:16][CH2:17][N:18]([C:20]([O:22][CH2:23][CH3:24])=[O:21])[CH2:19][C:12]=3[C:11]=2[CH:10]=[CH:9][CH:8]=1)=[O:5])[CH3:2].C(O)(C(F)(F)F)=O.[BH3-]C#N.[Na+], predict the reaction product. The product is: [CH2:1]([O:3][C:4]([NH:6][C:7]1[C:15]2[NH:14][CH:13]3[CH2:16][CH2:17][N:18]([C:20]([O:22][CH2:23][CH3:24])=[O:21])[CH2:19][CH:12]3[C:11]=2[CH:10]=[CH:9][CH:8]=1)=[O:5])[CH3:2]. (5) Given the reactants C([O:4][CH2:5][C:6]1[CH:7]=[C:8]([CH:41]=[C:42]([CH2:44][O:45]C(=O)C)[CH:43]=1)[O:9][CH2:10][CH2:11][C:12]1([CH2:18][CH2:19][N:20]2[CH2:25][CH2:24][CH:23]([N:26]([C:34]3[CH:39]=[CH:38][C:37]([CH3:40])=[CH:36][CH:35]=3)[C:27]([C:29]3[O:30][CH:31]=[CH:32][CH:33]=3)=[O:28])[CH2:22][CH2:21]2)[CH2:17][CH2:16][CH2:15][CH2:14][CH2:13]1)(=O)C.C(=O)([O-])[O-].[K+].[K+], predict the reaction product. The product is: [OH:4][CH2:5][C:6]1[CH:7]=[C:8]([CH:41]=[C:42]([CH2:44][OH:45])[CH:43]=1)[O:9][CH2:10][CH2:11][C:12]1([CH2:18][CH2:19][N:20]2[CH2:25][CH2:24][CH:23]([N:26]([C:34]3[CH:39]=[CH:38][C:37]([CH3:40])=[CH:36][CH:35]=3)[C:27]([C:29]3[O:30][CH:31]=[CH:32][CH:33]=3)=[O:28])[CH2:22][CH2:21]2)[CH2:17][CH2:16][CH2:15][CH2:14][CH2:13]1. (6) Given the reactants C(NC(C)C)(C)C.C([Li])CCC.[F:13][C:14]1[CH:19]=[CH:18][CH:17]=[C:16]([F:20])[N:15]=1.[C:21](=[O:23])=[O:22], predict the reaction product. The product is: [F:20][C:16]1[N:15]=[C:14]([F:13])[CH:19]=[CH:18][C:17]=1[C:21]([OH:23])=[O:22]. (7) Given the reactants [CH2:1]([O:8][C:9]1[CH:14]=[CH:13][C:12](OB(O)O)=[CH:11][CH:10]=1)[C:2]1[CH:7]=[CH:6][CH:5]=[CH:4][CH:3]=1.[C:19]1(=[O:24])[CH2:23][CH2:22][CH:21]=[CH:20]1, predict the reaction product. The product is: [CH2:1]([O:8][C:9]1[CH:14]=[CH:13][C:12]([C@@H:21]2[CH2:22][CH2:23][C:19](=[O:24])[CH2:20]2)=[CH:11][CH:10]=1)[C:2]1[CH:7]=[CH:6][CH:5]=[CH:4][CH:3]=1. (8) Given the reactants [Br:1][C:2]1[CH:10]=[C:9]2[C:5]([CH:6]=[CH:7][NH:8]2)=[CH:4][CH:3]=1.[H-].[Na+].Cl[Si:14]([CH:21]([CH3:23])[CH3:22])([CH:18]([CH3:20])[CH3:19])[CH:15]([CH3:17])[CH3:16].C(=O)(O)[O-].[Na+], predict the reaction product. The product is: [Br:1][C:2]1[CH:10]=[C:9]2[C:5]([CH:6]=[CH:7][N:8]2[Si:14]([CH:21]([CH3:23])[CH3:22])([CH:18]([CH3:20])[CH3:19])[CH:15]([CH3:17])[CH3:16])=[CH:4][CH:3]=1. (9) Given the reactants N[C:2]1C=CC(CC(N)=O)=CC=1.[NH2:12][C:13]1[CH:18]=[CH:17][C:16]([CH2:19][C:20]([OH:22])=[O:21])=[CH:15][CH:14]=1.[S:23](=[O:27])(=[O:26])([OH:25])[OH:24], predict the reaction product. The product is: [S:23]([OH:27])([OH:26])(=[O:25])=[O:24].[NH2:12][C:13]1[CH:14]=[CH:15][C:16]([CH2:19][C:20]([O:22][CH3:2])=[O:21])=[CH:17][CH:18]=1.